From a dataset of Forward reaction prediction with 1.9M reactions from USPTO patents (1976-2016). Predict the product of the given reaction. The product is: [Br:22][C:6]1[C:5]2[C:10](=[CH:11][CH:12]=[C:3]([O:2][CH3:1])[CH:4]=2)[C:9](=[O:13])[N:8]([C:14]2[CH:15]=[C:16]([CH:19]=[CH:20][CH:21]=2)[C:17]#[N:18])[CH:7]=1. Given the reactants [CH3:1][O:2][C:3]1[CH:4]=[C:5]2[C:10](=[CH:11][CH:12]=1)[C:9](=[O:13])[N:8]([C:14]1[CH:15]=[C:16]([CH:19]=[CH:20][CH:21]=1)[C:17]#[N:18])[CH:7]=[CH:6]2.[Br:22]N1C(=O)CCC1=O, predict the reaction product.